This data is from Full USPTO retrosynthesis dataset with 1.9M reactions from patents (1976-2016). The task is: Predict the reactants needed to synthesize the given product. Given the product [Cl:20][CH2:28][CH2:29][CH2:30][CH2:31][CH2:32][CH2:33][CH2:34][CH2:35][CH:36]=[CH2:37], predict the reactants needed to synthesize it. The reactants are: C1C=CC(P(C2C=CC=CC=2)C2C=CC=CC=2)=CC=1.[Cl:20]N1C(=O)CCC1=O.[CH2:28](O)[CH2:29][CH2:30][CH2:31][CH2:32][CH2:33][CH2:34][CH2:35][CH:36]=[CH2:37].